Dataset: Forward reaction prediction with 1.9M reactions from USPTO patents (1976-2016). Task: Predict the product of the given reaction. (1) Given the reactants [CH3:1][O:2][C:3]([C@@H:5]1[CH2:9][C:8]([F:11])([F:10])[CH2:7][N:6]1C(OC(C)(C)C)=O)=[O:4].[C:19]([OH:25])([C:21]([F:24])([F:23])[F:22])=[O:20], predict the reaction product. The product is: [F:22][C:21]([F:24])([F:23])[C:19]([OH:25])=[O:20].[CH3:1][O:2][C:3]([C@@H:5]1[CH2:9][C:8]([F:11])([F:10])[CH2:7][NH:6]1)=[O:4]. (2) Given the reactants [CH2:1]([O:3][C:4](=[O:33])[CH2:5][N:6]1[C:14]2[CH2:13][CH2:12][CH2:11][C@@H:10]([N:15]([S:17]([C:20]3[CH:25]=[C:24]([C:26]([F:29])([F:28])[F:27])[CH:23]=[C:22]([S:30][CH2:31][CH3:32])[CH:21]=3)(=[O:19])=[O:18])[CH3:16])[C:9]=2[CH:8]=[N:7]1)[CH3:2].ClC1C=C(C(OO)=[O:42])C=CC=1, predict the reaction product. The product is: [CH2:1]([O:3][C:4](=[O:33])[CH2:5][N:6]1[C:14]2[CH2:13][CH2:12][CH2:11][C@@H:10]([N:15]([S:17]([C:20]3[CH:25]=[C:24]([C:26]([F:29])([F:27])[F:28])[CH:23]=[C:22]([S:30]([CH2:31][CH3:32])=[O:42])[CH:21]=3)(=[O:19])=[O:18])[CH3:16])[C:9]=2[CH:8]=[N:7]1)[CH3:2].